From a dataset of Peptide-MHC class II binding affinity with 134,281 pairs from IEDB. Regression. Given a peptide amino acid sequence and an MHC pseudo amino acid sequence, predict their binding affinity value. This is MHC class II binding data. (1) The peptide sequence is FLVRCQLQNPGVAEL. The MHC is DRB1_0101 with pseudo-sequence DRB1_0101. The binding affinity (normalized) is 0.230. (2) The peptide sequence is SKLKAEATTDGLGWY. The MHC is DRB5_0101 with pseudo-sequence DRB5_0101. The binding affinity (normalized) is 0.0806.